This data is from Full USPTO retrosynthesis dataset with 1.9M reactions from patents (1976-2016). The task is: Predict the reactants needed to synthesize the given product. (1) Given the product [CH2:34]([O:33][C:31]([C:25]1([CH3:24])[CH2:30][CH2:29][N:28]([C:8]2[CH2:23][C:11]3([CH:14]([CH3:15])[N:13]([C:16]([O:18][C:19]([CH3:22])([CH3:21])[CH3:20])=[O:17])[CH2:12]3)[O:10][N:9]=2)[CH2:27][CH2:26]1)=[O:32])[CH3:35], predict the reactants needed to synthesize it. The reactants are: C(=O)([O-])[O-].[Na+].[Na+].Br[C:8]1[CH2:23][C:11]2([CH:14]([CH3:15])[N:13]([C:16]([O:18][C:19]([CH3:22])([CH3:21])[CH3:20])=[O:17])[CH2:12]2)[O:10][N:9]=1.[CH3:24][C:25]1([C:31]([O:33][CH2:34][CH3:35])=[O:32])[CH2:30][CH2:29][NH:28][CH2:27][CH2:26]1.CN(C=O)C. (2) The reactants are: CC([O-])(C)C.[K+].[F:7][C:8]([F:24])([F:23])[C:9]([C:15]1[CH:20]=[CH:19][C:18]([CH:21]=[CH2:22])=[CH:17][CH:16]=1)([OH:14])[C:10]([F:13])([F:12])[F:11].Br[CH2:26][C:27]([O:29][C:30]([CH3:33])([CH3:32])[CH3:31])=[O:28]. Given the product [F:7][C:8]([F:23])([F:24])[C:9]([C:10]([F:12])([F:11])[F:13])([C:15]1[CH:20]=[CH:19][C:18]([CH:21]=[CH2:22])=[CH:17][CH:16]=1)[O:14][CH2:26][C:27]([O:29][C:30]([CH3:33])([CH3:32])[CH3:31])=[O:28], predict the reactants needed to synthesize it. (3) Given the product [F:8][C:7]1[CH:6]=[CH:5][C:4]([C:9]([CH3:14])([C:10](=[O:12])[CH3:11])[CH3:13])=[CH:3][C:2]=1[C:15]#[N:16], predict the reactants needed to synthesize it. The reactants are: Br[C:2]1[CH:3]=[C:4]([C:9]([CH3:14])([CH3:13])[C:10](=[O:12])[CH3:11])[CH:5]=[CH:6][C:7]=1[F:8].[C:15]([Cu])#[N:16]. (4) Given the product [OH2:23].[C:2](#[N:1])[CH3:3].[C:48]([O-:51])(=[O:50])[CH3:49].[NH4+:29], predict the reactants needed to synthesize it. The reactants are: [NH2:1][C@H:2]1[CH2:3][CH2:2][N:1](CCN2C3C(=CC=C(C#N)C=3)C(C)=CC2=[O:23])C[C@H:3]1[O:23]C.C([N:29](CC)C(C)C)(C)C.O=C1COC2C=CC(C=O)=NC=2N1.[C:48]([O:51][BH-]([O:51][C:48](=[O:50])[CH3:49])[O:51][C:48](=[O:50])[CH3:49])(=[O:50])[CH3:49].[Na+]. (5) Given the product [C:1]([NH:4][CH2:5][C@@H:6]1[O:10][C:9](=[O:11])[N:8]([C:12]2[CH:17]=[CH:16][C:15]([C:18]([NH:43][C:42]3[CH:41]=[CH:40][C:39]([N:36]4[CH2:37][CH2:38][O:33][CH2:34][CH2:35]4)=[CH:45][CH:44]=3)=[O:20])=[C:14]([F:32])[CH:13]=2)[CH2:7]1)(=[O:3])[CH3:2], predict the reactants needed to synthesize it. The reactants are: [C:1]([NH:4][CH2:5][C@@H:6]1[O:10][C:9](=[O:11])[N:8]([C:12]2[CH:17]=[CH:16][C:15]([C:18]([O:20]C3C(F)=C(F)C(F)=C(F)C=3F)=O)=[C:14]([F:32])[CH:13]=2)[CH2:7]1)(=[O:3])[CH3:2].[O:33]1[CH2:38][CH2:37][N:36]([C:39]2[CH:45]=[CH:44][C:42]([NH2:43])=[CH:41][CH:40]=2)[CH2:35][CH2:34]1. (6) Given the product [C:23]([O:27][C:28](=[O:29])[N:30]([CH2:31][CH2:32][CH2:33][N:13]1[C:12]([S:11][C:3]2[C:2]([I:1])=[CH:10][C:6]3[O:7][CH2:8][O:9][C:5]=3[CH:4]=2)=[N:20][C:19]2[C:14]1=[N:15][CH:16]=[N:17][C:18]=2[NH2:21])[CH:45]([CH3:46])[CH3:47])([CH3:25])([CH3:26])[CH3:24], predict the reactants needed to synthesize it. The reactants are: [I:1][C:2]1[C:3]([S:11][C:12]2[NH:13][C:14]3[C:19]([N:20]=2)=[C:18]([NH2:21])[N:17]=[CH:16][N:15]=3)=[CH:4][C:5]2[O:9][CH2:8][O:7][C:6]=2[CH:10]=1.O.[C:23]([O:27][C:28]([N:30]([CH:45]([CH3:47])[CH3:46])[CH:31](OS(C1C=CC(C)=CC=1)(=O)=O)[CH2:32][CH3:33])=[O:29])([CH3:26])([CH3:25])[CH3:24].C([O-])([O-])=O.[Cs+].[Cs+]. (7) Given the product [N:1]1([C:2]2[CH:3]=[C:4]3[C:9](=[CH:10][CH:11]=2)[C:8](=[O:12])[NH:7][C:6](=[O:13])[CH2:5]3)[CH2:16][CH2:20][CH2:19][CH2:18]1, predict the reactants needed to synthesize it. The reactants are: [NH2:1][C:2]1[CH:3]=[C:4]2[C:9](=[CH:10][CH:11]=1)[C:8](=[O:12])[NH:7][C:6](=[O:13])[CH2:5]2.CO[CH:16]1[CH2:20][CH2:19][CH:18](OC)O1.[BH4-].[Na+]. (8) Given the product [CH3:1][C:2]1[CH:22]=[CH:21][C:5]2[N:6]([CH2:17][CH2:18][C:19]([OH:29])=[O:20])[C:7](=[O:16])[CH:8]([C:10]3[CH:15]=[CH:14][CH:13]=[CH:12][CH:11]=3)[O:9][C:4]=2[CH:3]=1, predict the reactants needed to synthesize it. The reactants are: [CH3:1][C:2]1[CH:22]=[CH:21][C:5]2[N:6]([CH2:17][CH2:18][CH:19]=[O:20])[C:7](=[O:16])[CH:8]([C:10]3[CH:15]=[CH:14][CH:13]=[CH:12][CH:11]=3)[O:9][C:4]=2[CH:3]=1.CC(=CC)C.P([O-])(O)(O)=[O:29].[Na+].Cl([O-])=O.[Na+].Cl. (9) Given the product [Br:1][C:2]1[CH:3]=[C:4]2[C:5](=[CH:6][CH:7]=1)[C:11]([CH3:14])([CH3:12])[CH2:10][CH2:9][CH2:8]2, predict the reactants needed to synthesize it. The reactants are: [Br:1][C:2]1[CH:3]=[C:4]([CH2:8][CH2:9][CH2:10][C:11]([CH3:14])(O)[CH3:12])[CH:5]=[CH:6][CH:7]=1.OS(O)(=O)=O.